Dataset: Reaction yield outcomes from USPTO patents with 853,638 reactions. Task: Predict the reaction yield, written as a fraction of the theoretical maximum amount of product (1.0 means a 100% yield; for example, 0.34 means a 34% yield). (1) The reactants are [NH2:1][C:2]1[CH:7]=[CH:6][C:5]([C:8]2[CH:13]=[CH:12][C:11]([C:14]([C@@H:16]3[CH2:19][CH2:18][C@H:17]3[C:20]([O:22]C)=[O:21])=[O:15])=[CH:10][CH:9]=2)=[CH:4][CH:3]=1.Cl[C:25]1[S:26][C:27]2[C:33]([F:34])=[CH:32][C:31]([F:35])=[CH:30][C:28]=2[N:29]=1.Cl.[OH-].[Na+].[CH2:39](O)CCC. No catalyst specified. The product is [F:35][C:31]1[CH:32]=[C:33]([F:34])[C:27]2[S:26][C:25]([NH:1][C:2]3[CH:3]=[CH:4][C:5]([C:8]4[CH:9]=[CH:10][C:11]([C:14]([C@@H:16]5[CH2:39][CH2:19][CH2:18][C@H:17]5[C:20]([OH:22])=[O:21])=[O:15])=[CH:12][CH:13]=4)=[CH:6][CH:7]=3)=[N:29][C:28]=2[CH:30]=1. The yield is 0.580. (2) The reactants are [Br:1][C:2]1[N:6]=[CH:5][NH:4][N:3]=1.C([O-])([O-])=O.[Cs+].[Cs+].CS(C)=O.I[C:18]1[CH:23]=[CH:22][C:21]([O:24][C:25]([F:28])([F:27])[F:26])=[CH:20][CH:19]=1. The catalyst is CCOC(C)=O.[Cu]I. The product is [Br:1][C:2]1[N:6]=[CH:5][N:4]([C:18]2[CH:19]=[CH:20][C:21]([O:24][C:25]([F:26])([F:27])[F:28])=[CH:22][CH:23]=2)[N:3]=1. The yield is 0.726. (3) The reactants are [Br:1][C:2]1[CH:3]=[C:4]([CH:8]=[CH:9][CH:10]=1)[CH2:5][NH:6][CH3:7].C(N(C(C)C)CC)(C)C.Br[CH2:21][C:22]([C:24]1[CH:29]=[CH:28][C:27]([CH3:30])=[CH:26][CH:25]=1)=[O:23]. The catalyst is C(Cl)Cl. The product is [Br:1][C:2]1[CH:3]=[C:4]([CH:8]=[CH:9][CH:10]=1)[CH2:5][N:6]([CH3:7])[CH2:21][C:22]([C:24]1[CH:29]=[CH:28][C:27]([CH3:30])=[CH:26][CH:25]=1)=[O:23]. The yield is 0.980. (4) The reactants are [F:1][C:2]1[CH:3]=[N:4][NH:5][CH:6]=1.C(=O)([O-])[O-].[K+].[K+].F[C:14]1[CH:19]=[CH:18][C:17]([N+:20]([O-:22])=[O:21])=[CH:16][CH:15]=1. The catalyst is C(#N)C. The product is [F:1][C:2]1[CH:3]=[N:4][N:5]([C:14]2[CH:19]=[CH:18][C:17]([N+:20]([O-:22])=[O:21])=[CH:16][CH:15]=2)[CH:6]=1. The yield is 0.670. (5) The reactants are [CH3:1][C:2]1[CH:3]=[CH:4][C:5]([S:8]([NH2:11])(=[O:10])=[O:9])=[CH:6][CH:7]=1.[CH:12](=O)[C:13]1[CH:18]=[CH:17][CH:16]=[CH:15][CH:14]=1. The catalyst is C1(C)C=CC=CC=1. The product is [CH:12](=[N:11][S:8]([C:5]1[CH:4]=[CH:3][C:2]([CH3:1])=[CH:7][CH:6]=1)(=[O:10])=[O:9])[C:13]1[CH:18]=[CH:17][CH:16]=[CH:15][CH:14]=1. The yield is 0.720.